This data is from M1 muscarinic receptor antagonist screen with 61,756 compounds. The task is: Binary Classification. Given a drug SMILES string, predict its activity (active/inactive) in a high-throughput screening assay against a specified biological target. The drug is S(O)(=O)(=O)CCCn\1c2c(ccc1=C1\SC(=S)N(C1=O)C)cccc2. The result is 0 (inactive).